Dataset: Merck oncology drug combination screen with 23,052 pairs across 39 cell lines. Task: Regression. Given two drug SMILES strings and cell line genomic features, predict the synergy score measuring deviation from expected non-interaction effect. (1) Drug 1: O=C(CCCCCCC(=O)Nc1ccccc1)NO. Drug 2: COC1=C2CC(C)CC(OC)C(O)C(C)C=C(C)C(OC(N)=O)C(OC)C=CC=C(C)C(=O)NC(=CC1=O)C2=O. Cell line: SW620. Synergy scores: synergy=-35.3. (2) Drug 1: COc1cccc2c1C(=O)c1c(O)c3c(c(O)c1C2=O)CC(O)(C(=O)CO)CC3OC1CC(N)C(O)C(C)O1. Drug 2: N#Cc1ccc(Cn2cncc2CN2CCN(c3cccc(Cl)c3)C(=O)C2)cc1. Cell line: A2780. Synergy scores: synergy=0.507. (3) Drug 1: CCN(CC)CCNC(=O)c1c(C)[nH]c(C=C2C(=O)Nc3ccc(F)cc32)c1C. Drug 2: O=C(O)C1(Cc2cccc(Nc3nccs3)n2)CCC(Oc2cccc(Cl)c2F)CC1. Cell line: MSTO. Synergy scores: synergy=2.63. (4) Drug 1: COc1cc(C2c3cc4c(cc3C(OC3OC5COC(C)OC5C(O)C3O)C3COC(=O)C23)OCO4)cc(OC)c1O. Drug 2: Cn1cc(-c2cnn3c(N)c(Br)c(C4CCCNC4)nc23)cn1. Cell line: DLD1. Synergy scores: synergy=14.0. (5) Drug 1: COc1cccc2c1C(=O)c1c(O)c3c(c(O)c1C2=O)CC(O)(C(=O)CO)CC3OC1CC(N)C(O)C(C)O1. Drug 2: Cn1nnc2c(C(N)=O)ncn2c1=O. Cell line: NCIH23. Synergy scores: synergy=4.39. (6) Drug 1: CN1C(=O)C=CC2(C)C3CCC4(C)C(NC(=O)OCC(F)(F)F)CCC4C3CCC12. Drug 2: Cn1cc(-c2cnn3c(N)c(Br)c(C4CCCNC4)nc23)cn1. Cell line: MDAMB436. Synergy scores: synergy=9.17. (7) Drug 1: O=c1[nH]cc(F)c(=O)[nH]1. Drug 2: O=C(NOCC(O)CO)c1ccc(F)c(F)c1Nc1ccc(I)cc1F. Cell line: A427. Synergy scores: synergy=16.5. (8) Drug 1: COC12C(COC(N)=O)C3=C(C(=O)C(C)=C(N)C3=O)N1CC1NC12. Drug 2: CS(=O)(=O)CCNCc1ccc(-c2ccc3ncnc(Nc4ccc(OCc5cccc(F)c5)c(Cl)c4)c3c2)o1. Cell line: UWB1289. Synergy scores: synergy=-1.02.